Dataset: Forward reaction prediction with 1.9M reactions from USPTO patents (1976-2016). Task: Predict the product of the given reaction. (1) Given the reactants C(N=C=NCCCN(C)C)C.[F:12][C:13]1[CH:14]=[C:15]([CH:32]=[CH:33][C:34]=1[F:35])[C:16]([NH:18][C:19](=S)[NH:20][C:21]1[CH:26]=[CH:25][CH:24]=[C:23]([C:27]([F:30])([F:29])[F:28])[CH:22]=1)=[O:17].[NH2:36][C:37]1[CH:38]=[C:39]([OH:43])[CH:40]=[N:41][CH:42]=1.CN(C)C=O, predict the reaction product. The product is: [F:12][C:13]1[CH:14]=[C:15]([CH:32]=[CH:33][C:34]=1[F:35])[C:16](/[N:18]=[C:19](\[NH:36][C:37]1[CH:42]=[N:41][CH:40]=[C:39]([OH:43])[CH:38]=1)/[NH:20][C:21]1[CH:26]=[CH:25][CH:24]=[C:23]([C:27]([F:30])([F:29])[F:28])[CH:22]=1)=[O:17]. (2) Given the reactants [CH2:1]([Li])[CH2:2][CH2:3][CH2:4][CH2:5][CH3:6].[Cl:8][C:9]1[C:14]([C:15]2[C:20]([F:21])=[CH:19][C:18]([F:22])=[CH:17][C:16]=2[F:23])=[C:13](Cl)[N:12]2[N:25]=[CH:26][CH:27]=[C:11]2[N:10]=1, predict the reaction product. The product is: [Cl:8][C:9]1[C:14]([C:15]2[C:20]([F:21])=[CH:19][C:18]([F:22])=[CH:17][C:16]=2[F:23])=[C:13]([CH2:1][CH2:2][CH2:3][CH2:4][CH2:5][CH3:6])[N:12]2[N:25]=[CH:26][CH:27]=[C:11]2[N:10]=1.